This data is from Forward reaction prediction with 1.9M reactions from USPTO patents (1976-2016). The task is: Predict the product of the given reaction. (1) Given the reactants [C:1]([C:5]1[CH:6]=[C:7]([CH:9]=[C:10]([I:14])[C:11]=1[O:12][CH3:13])[NH2:8])([CH3:4])([CH3:3])[CH3:2].C([CH:17]([Cl:23])[CH2:18][CH2:19][N:20]=[C:21]=[O:22])C, predict the reaction product. The product is: [C:1]([C:5]1[CH:6]=[C:7]([NH:8][C:21]([NH:20][CH2:19][CH2:18][CH2:17][Cl:23])=[O:22])[CH:9]=[C:10]([I:14])[C:11]=1[O:12][CH3:13])([CH3:4])([CH3:2])[CH3:3]. (2) Given the reactants CS[C:3]1[N:8]=[C:7]([C:9]2[CH:10]=[N:11][CH:12]=[CH:13][CH:14]=2)[CH:6]=[CH:5][N:4]=1.O[O:16][S:17]([O-:19])=O.[K+].[C:21]([O-])(O)=O.[Na+], predict the reaction product. The product is: [CH3:21][S:17]([C:3]1[N:8]=[C:7]([C:9]2[CH:10]=[N:11][CH:12]=[CH:13][CH:14]=2)[CH:6]=[CH:5][N:4]=1)(=[O:19])=[O:16]. (3) Given the reactants [NH:1]1[CH:5]=[CH:4][C:3]([O:6][CH2:7][C:8]2[C:13]([CH3:14])=[CH:12][CH:11]=[CH:10][C:9]=2[N:15]2[C:19](=[O:20])[N:18]([CH3:21])[N:17]=[N:16]2)=[N:2]1.[CH3:22][O:23][C:24]1[C:33](B(O)O)=[CH:32][C:31]2[C:26](=[CH:27][CH:28]=[CH:29][CH:30]=2)[N:25]=1.N1C=CC=CC=1, predict the reaction product. The product is: [CH3:22][O:23][C:24]1[C:33]([N:1]2[CH:5]=[CH:4][C:3]([O:6][CH2:7][C:8]3[C:13]([CH3:14])=[CH:12][CH:11]=[CH:10][C:9]=3[N:15]3[C:19](=[O:20])[N:18]([CH3:21])[N:17]=[N:16]3)=[N:2]2)=[CH:32][C:31]2[C:26](=[CH:27][CH:28]=[CH:29][CH:30]=2)[N:25]=1. (4) Given the reactants [CH3:1][S:2]([C:5]1[N:10]=[CH:9][C:8]([O:11][C:12]2[CH:13]=[C:14]3[C:18](=[C:19]([O:21][CH:22]4[CH2:27][CH2:26][O:25][CH2:24][CH2:23]4)[CH:20]=2)[NH:17][C:16]([C:28]2[S:29][CH:30]([CH2:33][C:34](O)=[O:35])[CH2:31][N:32]=2)=[CH:15]3)=[CH:7][CH:6]=1)(=[O:4])=[O:3].O.ON1C2C=CC=CC=2N=N1.Cl.C(N=C=NCCCN(C)C)C.[CH3:60][C:61]1([CH2:65][NH2:66])[CH2:64][O:63][CH2:62]1, predict the reaction product. The product is: [CH3:60][C:61]1([CH2:65][NH:66][C:34](=[O:35])[CH2:33][CH:30]2[S:29][C:28]([C:16]3[NH:17][C:18]4[C:14]([CH:15]=3)=[CH:13][C:12]([O:11][C:8]3[CH:9]=[N:10][C:5]([S:2]([CH3:1])(=[O:4])=[O:3])=[CH:6][CH:7]=3)=[CH:20][C:19]=4[O:21][CH:22]3[CH2:23][CH2:24][O:25][CH2:26][CH2:27]3)=[N:32][CH2:31]2)[CH2:64][O:63][CH2:62]1.